From a dataset of Forward reaction prediction with 1.9M reactions from USPTO patents (1976-2016). Predict the product of the given reaction. (1) Given the reactants [CH:1]1([C:4](=[O:10])[CH2:5][C:6]([O:8][CH3:9])=[O:7])[CH2:3][CH2:2]1.CO[CH:13](OC)[N:14]([CH3:16])[CH3:15], predict the reaction product. The product is: [CH:1]1([C:4]([C:5](=[CH:13][N:14]([CH3:16])[CH3:15])[C:6]([O:8][CH3:9])=[O:7])=[O:10])[CH2:3][CH2:2]1. (2) Given the reactants [C:1]([CH2:9][C:10]([O:12][CH2:13][CH3:14])=[O:11])(=O)[C:2]1[CH:7]=[CH:6][CH:5]=[CH:4][CH:3]=1.[CH3:15][NH2:16].C(O)(=O)C, predict the reaction product. The product is: [CH3:15][NH:16][C:1]([C:2]1[CH:7]=[CH:6][CH:5]=[CH:4][CH:3]=1)=[CH:9][C:10]([O:12][CH2:13][CH3:14])=[O:11]. (3) Given the reactants [CH2:1]([O:3][C:4]1[C:5]2[S:18][C:17]3[N:19]=[C:20]([C:27]4[CH:32]=[CH:31][C:30](I)=[CH:29][CH:28]=4)[CH:21]=[C:22]([C:23]([F:26])([F:25])[F:24])[C:16]=3[C:6]=2[N:7]=[C:8]([N:10]2[CH2:15][CH2:14][NH:13][CH2:12][CH2:11]2)[N:9]=1)[CH3:2].[NH:34]1[CH:38]=[CH:37][CH:36]=[N:35]1.CN[C@@H]1CCCC[C@H]1NC, predict the reaction product. The product is: [CH2:1]([O:3][C:4]1[C:5]2[S:18][C:17]3[N:19]=[C:20]([C:27]4[CH:32]=[CH:31][C:30]([N:34]5[CH:38]=[CH:37][CH:36]=[N:35]5)=[CH:29][CH:28]=4)[CH:21]=[C:22]([C:23]([F:26])([F:25])[F:24])[C:16]=3[C:6]=2[N:7]=[C:8]([N:10]2[CH2:15][CH2:14][NH:13][CH2:12][CH2:11]2)[N:9]=1)[CH3:2]. (4) Given the reactants [S:1]1[C:5]([C:6]2[N:11]=[CH:10][C:9]3[CH:12]=[N:13][N:14]([C:15]4[N:20]=[C:19]([N:21]5[CH2:26][CH2:25][N:24](C(OC(C)(C)C)=O)[CH2:23][CH2:22]5)[CH:18]=[CH:17][CH:16]=4)[C:8]=3[CH:7]=2)=[CH:4][N:3]=[CH:2]1.O1CCOCC1, predict the reaction product. The product is: [N:21]1([C:19]2[N:20]=[C:15]([N:14]3[C:8]4[CH:7]=[C:6]([C:5]5[S:1][CH:2]=[N:3][CH:4]=5)[N:11]=[CH:10][C:9]=4[CH:12]=[N:13]3)[CH:16]=[CH:17][CH:18]=2)[CH2:22][CH2:23][NH:24][CH2:25][CH2:26]1.